Dataset: Reaction yield outcomes from USPTO patents with 853,638 reactions. Task: Predict the reaction yield, written as a fraction of the theoretical maximum amount of product (1.0 means a 100% yield; for example, 0.34 means a 34% yield). (1) The reactants are [C:1]([CH2:3][C:4]([NH:6][C:7]1[CH:11]=[CH:10][N:9]([C:12]2[CH:17]=[CH:16][C:15]([C:18]([O:20][CH2:21][CH3:22])=[O:19])=[CH:14][CH:13]=2)[C:8]=1[C:23]([O:25]CC)=O)=[O:5])#[N:2].[H-].[Na+].O. The catalyst is C1COCC1. The product is [C:1]([C:3]1[C:4](=[O:5])[NH:6][C:7]2[CH:11]=[CH:10][N:9]([C:12]3[CH:13]=[CH:14][C:15]([C:18]([O:20][CH2:21][CH3:22])=[O:19])=[CH:16][CH:17]=3)[C:8]=2[C:23]=1[OH:25])#[N:2]. The yield is 0.860. (2) The reactants are Cl.[Cl:2][C:3]1[CH:16]=[CH:15][C:14]2[S:13][C:12]3[C:7](=[CH:8][CH:9]=[CH:10][CH:11]=3)[N:6]([CH2:17][CH2:18][CH2:19][NH2:20])[C:5]=2[CH:4]=1.C(N(CC)CC)C.[CH3:28][O:29][C:30]1[CH:35]=[CH:34][C:33]([S:36](Cl)(=[O:38])=[O:37])=[CH:32][CH:31]=1.[Na+].[Cl-]. The catalyst is CN(C=O)C. The product is [Cl:2][C:3]1[CH:16]=[CH:15][C:14]2[S:13][C:12]3[C:7](=[CH:8][CH:9]=[CH:10][CH:11]=3)[N:6]([CH2:17][CH2:18][CH2:19][NH:20][S:36]([C:33]3[CH:32]=[CH:31][C:30]([O:29][CH3:28])=[CH:35][CH:34]=3)(=[O:38])=[O:37])[C:5]=2[CH:4]=1. The yield is 0.980.